From a dataset of Forward reaction prediction with 1.9M reactions from USPTO patents (1976-2016). Predict the product of the given reaction. (1) Given the reactants [CH3:1][CH:2]([C:4]1[N:8]([CH2:9][CH2:10][C@@H:11]([OH:19])[CH2:12][C@@H:13]([OH:18])[CH2:14][C:15]([O-:17])=[O:16])[C:7]([C:20]2[CH:21]=[CH:22][C:23]([F:26])=[CH:24][CH:25]=2)=[C:6]([C:27]2[CH:28]=[CH:29][CH:30]=[CH:31][CH:32]=2)[C:5]=1[C:33]([NH:35][C:36]1[CH:37]=[CH:38][CH:39]=[CH:40][CH:41]=1)=[O:34])[CH3:3].[CH3:3][CH:2]([C:4]1[N:8]([CH2:9][CH2:10][C@@H:11]([OH:19])[CH2:12][C@@H:13]([OH:18])[CH2:14][C:15]([O-:17])=[O:16])[C:7]([C:20]2[CH:25]=[CH:24][C:23]([F:26])=[CH:22][CH:21]=2)=[C:6]([C:27]2[CH:32]=[CH:31][CH:30]=[CH:29][CH:28]=2)[C:5]=1[C:33]([NH:35][C:36]1[CH:41]=[CH:40][CH:39]=[CH:38][CH:37]=1)=[O:34])[CH3:1].[Ca+2].Cl.CC(C1N(CC[C@@H](O)C[C@@H](O)CC(O)=O)C(C2C=CC(F)=CC=2)=C(C2C=CC=CC=2)C=1C(NC1C=CC=CC=1)=O)C, predict the reaction product. The product is: [F:26][C:23]1[CH:22]=[CH:21][C:20]([C:7]2[N:8]([CH2:9][CH2:10][CH:11]([OH:19])[CH2:12][CH:13]([OH:18])[CH2:14][C:15]([OH:17])=[O:16])[C:4]([CH:2]([CH3:3])[CH3:1])=[C:5]([C:33]([NH:35][C:36]3[CH:37]=[CH:38][CH:39]=[CH:40][CH:41]=3)=[O:34])[C:6]=2[C:27]2[CH:28]=[CH:29][CH:30]=[CH:31][CH:32]=2)=[CH:25][CH:24]=1. (2) The product is: [NH2:25][C:24]1[N:10]([C:4]2[CH:5]=[CH:6][C:7]([F:9])=[CH:8][C:3]=2[Cl:2])[N:11]=[CH:20][C:21]=1[C:22]#[N:23]. Given the reactants Cl.[Cl:2][C:3]1[CH:8]=[C:7]([F:9])[CH:6]=[CH:5][C:4]=1[NH:10][NH2:11].C(Cl)Cl.[OH-].[Na+].C(O[CH:20]=[C:21]([C:24]#[N:25])[C:22]#[N:23])C, predict the reaction product. (3) Given the reactants FC(F)(F)C(O)=O.[CH3:8][NH:9][C@H:10]([C:14]([NH:16][C@H:17]([C:21]([N:23]([C@@H:25]([C@@H:61]([CH3:64])[CH2:62][CH3:63])[C@H:26]([O:59][CH3:60])[CH2:27][C:28]([N:30]1[CH2:34][CH2:33][CH2:32][C@H:31]1[C@H:35]([O:57][CH3:58])[C@@H:36]([CH3:56])[C:37]([NH:39][C@H:40](/[CH:48]=[CH:49]\[C:50]1[CH:55]=[CH:54][CH:53]=[CH:52][CH:51]=1)[CH2:41][C:42]1[CH:47]=[CH:46][CH:45]=[CH:44][CH:43]=1)=[O:38])=[O:29])[CH3:24])=[O:22])[CH:18]([CH3:20])[CH3:19])=[O:15])[CH:11]([CH3:13])[CH3:12].O=[CH:66][CH2:67][CH2:68][C:69]([OH:71])=[O:70].C([BH3-])#N.[Na+].O1CCOCC1, predict the reaction product. The product is: [C:69]([CH2:68][CH2:67][CH2:66][N:9]([CH3:8])[C@H:10]([C:14]([NH:16][C@H:17]([C:21]([N:23]([C@@H:25]([C@@H:61]([CH3:64])[CH2:62][CH3:63])[C@H:26]([O:59][CH3:60])[CH2:27][C:28]([N:30]1[CH2:34][CH2:33][CH2:32][C@H:31]1[C@H:35]([O:57][CH3:58])[C@@H:36]([CH3:56])[C:37]([NH:39][C@H:40](/[CH:48]=[CH:49]\[C:50]1[CH:51]=[CH:52][CH:53]=[CH:54][CH:55]=1)[CH2:41][C:42]1[CH:43]=[CH:44][CH:45]=[CH:46][CH:47]=1)=[O:38])=[O:29])[CH3:24])=[O:22])[CH:18]([CH3:19])[CH3:20])=[O:15])[CH:11]([CH3:13])[CH3:12])([OH:71])=[O:70].